From a dataset of Forward reaction prediction with 1.9M reactions from USPTO patents (1976-2016). Predict the product of the given reaction. (1) Given the reactants Cl[C:2]1[CH:7]=[CH:6][C:5]([N+:8]([O-:10])=[O:9])=[CH:4][N:3]=1.Cl.[N:12]1([C:18]([O:20][CH2:21][C:22]([NH:24][CH3:25])=[O:23])=[O:19])[CH2:17][CH2:16][NH:15][CH2:14][CH2:13]1.C(N(CC)C(C)C)(C)C, predict the reaction product. The product is: [N+:8]([C:5]1[CH:6]=[CH:7][C:2]([N:15]2[CH2:14][CH2:13][N:12]([C:18]([O:20][CH2:21][C:22]([NH:24][CH3:25])=[O:23])=[O:19])[CH2:17][CH2:16]2)=[N:3][CH:4]=1)([O-:10])=[O:9]. (2) Given the reactants [Cl:1][C:2]1[CH:7]=[C:6]([Cl:8])[CH:5]=[C:4]([CH3:9])[C:3]=1[OH:10].C(=O)([O-])[O-].[Cs+].[Cs+].[Cl:17][C:18]1[CH:19]=[C:20]([CH:28]=[CH:29][C:30]=1[C:31]1[CH:32]=[N:33][C:34](F)=[C:35]([Cl:37])[CH:36]=1)[C:21]([NH:23][S:24]([CH3:27])(=[O:26])=[O:25])=[O:22], predict the reaction product. The product is: [Cl:17][C:18]1[CH:19]=[C:20]([CH:28]=[CH:29][C:30]=1[C:31]1[CH:32]=[N:33][C:34]([O:10][C:3]2[C:4]([CH3:9])=[CH:5][C:6]([Cl:8])=[CH:7][C:2]=2[Cl:1])=[C:35]([Cl:37])[CH:36]=1)[C:21]([NH:23][S:24]([CH3:27])(=[O:26])=[O:25])=[O:22].